From a dataset of Forward reaction prediction with 1.9M reactions from USPTO patents (1976-2016). Predict the product of the given reaction. (1) Given the reactants [Cl:1][C:2]1[CH:3]=[C:4]([CH:24]=[CH:25][CH:26]=1)[CH2:5][N:6]1[C:10]2[CH:11]=[CH:12][C:13]3[N:14]([C:15]([CH3:18])=[N:16][N:17]=3)[C:9]=2[CH:8]=[C:7]1[C:19]1[NH:23][N:22]=[CH:21][CH:20]=1.[C:27]([O:31][CH3:32])(=[O:30])[CH:28]=[CH2:29].N12CCCN=C1CCCCC2, predict the reaction product. The product is: [Cl:1][C:2]1[CH:3]=[C:4]([CH:24]=[CH:25][CH:26]=1)[CH2:5][N:6]1[C:10]2[CH:11]=[CH:12][C:13]3[N:14]([C:15]([CH3:18])=[N:16][N:17]=3)[C:9]=2[CH:8]=[C:7]1[C:19]1[CH:20]=[CH:21][N:22]([CH2:29][CH2:28][C:27]([O:31][CH3:32])=[O:30])[N:23]=1. (2) Given the reactants [F:1][C:2]([F:31])([F:30])[O:3][C:4]1[CH:29]=[CH:28][CH:27]=[CH:26][C:5]=1[CH2:6][N:7]1[CH2:12][CH2:11][NH:10][C:9]2[N:13]=[CH:14][C:15]([C:17]3[CH:25]=[CH:24][C:20]([C:21]([OH:23])=O)=[CH:19][CH:18]=3)=[CH:16][C:8]1=2.[N:32]1([CH:37]2[CH2:42][CH2:41][NH:40][CH2:39][CH2:38]2)[CH2:36][CH2:35][CH2:34][CH2:33]1, predict the reaction product. The product is: [N:32]1([CH:37]2[CH2:42][CH2:41][N:40]([C:21]([C:20]3[CH:24]=[CH:25][C:17]([C:15]4[CH:14]=[N:13][C:9]5[NH:10][CH2:11][CH2:12][N:7]([CH2:6][C:5]6[CH:26]=[CH:27][CH:28]=[CH:29][C:4]=6[O:3][C:2]([F:30])([F:31])[F:1])[C:8]=5[CH:16]=4)=[CH:18][CH:19]=3)=[O:23])[CH2:39][CH2:38]2)[CH2:36][CH2:35][CH2:34][CH2:33]1. (3) The product is: [CH2:41]([NH:45][C:13]([C:11]1[C:10]2[C:5](=[CH:6][C:7]([O:29][CH3:30])=[C:8]([O:16][CH2:17][CH2:18][C:19]3[CH:28]=[CH:27][C:26]4[C:21](=[CH:22][CH:23]=[CH:24][CH:25]=4)[N:20]=3)[CH:9]=2)[C:4](=[O:31])[N:3]([CH2:1][CH3:2])[CH:12]=1)=[O:14])[CH2:42][CH2:43][CH3:44]. Given the reactants [CH2:1]([N:3]1[CH:12]=[C:11]([C:13](O)=[O:14])[C:10]2[C:5](=[CH:6][C:7]([O:29][CH3:30])=[C:8]([O:16][CH2:17][CH2:18][C:19]3[CH:28]=[CH:27][C:26]4[C:21](=[CH:22][CH:23]=[CH:24][CH:25]=4)[N:20]=3)[CH:9]=2)[C:4]1=[O:31])[CH3:2].CN(C=O)C.O=S(Cl)Cl.[CH2:41]([NH2:45])[CH2:42][CH2:43][CH3:44].CCN(CC)CC, predict the reaction product. (4) The product is: [CH3:16][C:17]1[N:18]=[C:7]2[C:6]3[CH:1]=[CH:2][CH:3]=[CH:4][C:5]=3[S:11][C:10]3[CH:12]=[CH:13][CH:14]=[CH:15][C:9]=3[N:8]2[C:20]=1[CH3:22]. Given the reactants [CH:1]1[C:6]2[CH:7]=[N:8][C:9]3[CH:15]=[CH:14][CH:13]=[CH:12][C:10]=3[S:11][C:5]=2[CH:4]=[CH:3][CH:2]=1.[CH3:16]/[C:17](/[C:20]([CH3:22])=O)=[N:18]\O, predict the reaction product. (5) Given the reactants [CH3:1][O:2][C:3]1[C:9]([CH2:10][CH2:11][N:12]2[CH2:17][CH2:16][N:15]([C:18]3[CH:27]=[CH:26][CH:25]=[C:24]4[C:19]=3[CH:20]=[CH:21][C:22]([CH3:28])=[N:23]4)[CH2:14][CH2:13]2)=[CH:8][CH:7]=[CH:6][C:4]=1[NH2:5].[C:29]([Cl:32])(=[O:31])[CH3:30], predict the reaction product. The product is: [ClH:32].[ClH:32].[CH3:1][O:2][C:3]1[C:9]([CH2:10][CH2:11][N:12]2[CH2:13][CH2:14][N:15]([C:18]3[CH:27]=[CH:26][CH:25]=[C:24]4[C:19]=3[CH:20]=[CH:21][C:22]([CH3:28])=[N:23]4)[CH2:16][CH2:17]2)=[CH:8][CH:7]=[CH:6][C:4]=1[NH:5][C:29](=[O:31])[CH3:30]. (6) Given the reactants [CH3:1][C:2]1[CH:7]=[CH:6][C:5]([CH3:8])=[CH:4][C:3]=1[NH:9][C:10]1[N:15]2[N:16]=[CH:17][C:18]([C:19](O)=[O:20])=[C:14]2[N:13]=[CH:12][C:11]=1[C:22]([N:24]1[CH2:29][CH2:28][C:27]2([C:33]3[CH:34]=[CH:35][CH:36]=[CH:37][C:32]=3[O:31][CH2:30]2)[CH2:26][CH2:25]1)=[O:23].[CH:38]1([S:41]([NH2:44])(=[O:43])=[O:42])[CH2:40][CH2:39]1, predict the reaction product. The product is: [CH3:1][C:2]1[CH:7]=[CH:6][C:5]([CH3:8])=[CH:4][C:3]=1[NH:9][C:10]1[N:15]2[N:16]=[CH:17][C:18]([C:19]([NH:44][S:41]([CH:38]3[CH2:40][CH2:39]3)(=[O:43])=[O:42])=[O:20])=[C:14]2[N:13]=[CH:12][C:11]=1[C:22]([N:24]1[CH2:25][CH2:26][C:27]2([C:33]3[CH:34]=[CH:35][CH:36]=[CH:37][C:32]=3[O:31][CH2:30]2)[CH2:28][CH2:29]1)=[O:23]. (7) Given the reactants [CH3:1][O:2][C@H:3]1[CH2:8][CH2:7][C@H:6]([CH2:9][N:10]2[C:15](=[O:16])[CH2:14][NH:13][C:12]3[N:17]=[CH:18][C:19]([C:21]4[C:22]([CH3:29])=[CH:23][C:24]([C:27]#[N:28])=[N:25][CH:26]=4)=[N:20][C:11]2=3)[CH2:5][CH2:4]1.FC(F)(F)C(O)=[O:33].S(=O)(=O)(O)O.C(=O)([O-])[O-].[Na+].[Na+], predict the reaction product. The product is: [CH3:1][O:2][C@H:3]1[CH2:8][CH2:7][C@H:6]([CH2:9][N:10]2[C:15](=[O:16])[CH2:14][NH:13][C:12]3[N:17]=[CH:18][C:19]([C:21]4[C:22]([CH3:29])=[CH:23][C:24]([C:27]([NH2:28])=[O:33])=[N:25][CH:26]=4)=[N:20][C:11]2=3)[CH2:5][CH2:4]1.